Task: Predict which catalyst facilitates the given reaction.. Dataset: Catalyst prediction with 721,799 reactions and 888 catalyst types from USPTO Reactant: [OH:1][C:2]1[C:11]2[C:6](=[CH:7][C:8](/[CH:12]=[CH:13]/[CH2:14][O:15][CH3:16])=[CH:9][CH:10]=2)[C:5]([CH3:18])([CH3:17])[C:4](=[O:19])[C:3]=1[C:20]([NH:22][CH2:23][C:24]([O:26]C(C)(C)C)=[O:25])=[O:21]. Product: [OH:1][C:2]1[C:11]2[C:6](=[CH:7][C:8](/[CH:12]=[CH:13]/[CH2:14][O:15][CH3:16])=[CH:9][CH:10]=2)[C:5]([CH3:17])([CH3:18])[C:4](=[O:19])[C:3]=1[C:20]([NH:22][CH2:23][C:24]([OH:26])=[O:25])=[O:21]. The catalyst class is: 67.